From a dataset of Peptide-MHC class II binding affinity with 134,281 pairs from IEDB. Regression. Given a peptide amino acid sequence and an MHC pseudo amino acid sequence, predict their binding affinity value. This is MHC class II binding data. (1) The peptide sequence is AAAQKEVSGVKGFTL. The MHC is DRB5_0101 with pseudo-sequence DRB5_0101. The binding affinity (normalized) is 0.542. (2) The peptide sequence is KTRRFLPQILAECAR. The MHC is DRB3_0101 with pseudo-sequence DRB3_0101. The binding affinity (normalized) is 0.306. (3) The peptide sequence is KQQGIRYANPIAFFR. The binding affinity (normalized) is 0.889. The MHC is DRB1_1302 with pseudo-sequence DRB1_1302. (4) The peptide sequence is PYGATISATPEWATP. The MHC is DRB4_0101 with pseudo-sequence DRB4_0103. The binding affinity (normalized) is 0.295. (5) The peptide sequence is GAQLGELYYAIYKAS. The MHC is DRB1_1302 with pseudo-sequence DRB1_1302. The binding affinity (normalized) is 0.214. (6) The peptide sequence is EKKYFRATQFEPLAA. The MHC is DRB1_1602 with pseudo-sequence DRB1_1602. The binding affinity (normalized) is 0.697. (7) The MHC is DRB3_0202 with pseudo-sequence DRB3_0202. The binding affinity (normalized) is 0.650. The peptide sequence is RERLVLTLGAAMVEI.